This data is from Experimentally validated miRNA-target interactions with 360,000+ pairs, plus equal number of negative samples. The task is: Binary Classification. Given a miRNA mature sequence and a target amino acid sequence, predict their likelihood of interaction. (1) The miRNA is mmu-miR-874-3p with sequence CUGCCCUGGCCCGAGGGACCGA. The protein sequence of the target gene is MSSVAVLTQESFAEHRSGLVPQQIKVATLNSEEESDPPTYKDAFPPLPEKAACLESAQEPSGAWGNKIRPIKASVITQVFHVPLEERKYKDMNQFGEGEQAKICLEIMQRTGAHLELSLAKDQGLSIMVSGKLDAVMKARKDIVARLQTQASATVAIPKEHHRFVIGKNGEKLQDLELKTATKIQIPRPDDPSNQIKITGTKEGIEKARHEVLLISAEQDKRAVERLEVEKAFHPFIAGPYNRLVGEIMQETGTRINIPPPSVNRTEIVFTGEKEQLAQAVARIKKIYEEKKKKTTTIAV.... Result: 0 (no interaction). (2) The miRNA is mmu-miR-20b-5p with sequence CAAAGUGCUCAUAGUGCAGGUAG. The protein sequence of the target gene is MSGVVRTLSRCLLPAEAGGARERRAGSGARDAEREARRRSRDIDALLARERRAVRRLVKILLLGAGESGKSTFLKQMRIIHGREFDQKALLEFRDTIFDNILKGSRVLVDARDKLGIPWQYSENEKHGMFLMAFENKAGLPVEPATFQLYVPALSALWRDSGIREAFSRRSEFQLGESVKYFLDNLDRIGQLNYFPSKQDILLARKATKGIVEHDFVIKKIPFKMVDVGGQRSQRQKWFQCFDGITSILFMVSSSEYDQVLMEDRRTNRLVESMNIFETIVNNKLFFNVSIILFLNKMDL.... Result: 0 (no interaction). (3) The miRNA is hsa-miR-487a-5p with sequence GUGGUUAUCCCUGCUGUGUUCG. The protein sequence of the target gene is MVVREASAAQASLSQVLPQLRYLHIFLEQVHTHFQEQSVGERGAAIQLAEGLARQLCTDCQLNKLFYREEFVLATLLDPCFKGKIEAILPWGPTDIDHWKQVLVYKVKEIRVSEYSLNSPSPLQSPRGLCVDPTRVAKSSGVEGRSQGEPLQSSSHSGAFLLAQREKGLLESMGLLASERSGGSLSTKSHWASIIVKKYLWENETVGAQDDPLAYWEKKREAWPPSICLTPHRSLL. Result: 0 (no interaction). (4) The miRNA is hsa-miR-504-5p with sequence AGACCCUGGUCUGCACUCUAUC. The protein sequence of the target gene is MNHDFQALALESRGMGELLPTKKFWEPDDSTKDGQKGIFLGDDEWRETAWGTSHHSMSQPIMVQRRSGQSFHGNSEVNAILSPRSESGGLGVSMVEYVLSSSPADKLDSRFRKGTFGTRDAETDGPEKGDQKGKASPFEEDQNRDLKQDDEDSKINGRGLPNGMDADCKDFNRTPGSRQASPTEVVERLGPSTNPPEGLGPLPNPTANKPLVEEFSNPETQNLDAMDQVGLDSLQFDYPGNQVPMDSSGATVGLFDYNSQQQLFQRTSALTVQQLTAAQQQQYALAAAQQPHIAGVFSAG.... Result: 0 (no interaction). (5) The miRNA is hsa-miR-4290 with sequence UGCCCUCCUUUCUUCCCUC. The protein sequence of the target gene is MSSRSPRPPPRRSRRRLPRPSCCCCCCRRSHLNEDTGRFVLLAALIGLYLVAGATVFSALESPGEAEARARWGATLRNFSAAHGVAEPELRAFLRHYEAALAAGVRADALRPRWDFPGAFYFVGTVVSTIGFGMTTPATVGGKAFLIAYGLFGCAGTILFFNLFLERIISLLAFIMRACRERQLRRSGLLPATFRRGSALSEADSLAGWKPSVYHVLLILGLFAVLLSCCASAMYTSVEGWDYVDSLYFCFVTFSTIGFGDLVSSQHAAYRNQGLYRLGNFLFILLGVCCIYSLFNVISI.... Result: 1 (interaction). (6) The miRNA is hsa-miR-625-5p with sequence AGGGGGAAAGUUCUAUAGUCC. The protein sequence of the target gene is MEQLLRAELRTATLRAFGGPGAGCISEGRAYDTDAGPVFVKVNRRTQARQMFEGEVASLEALRSTGLVRVPRPMKVIDLPGGGAAFVMEHLKMKSLSSQASKLGEQMADLHLYNQKLREKLKEEENTVGRRGEGAEPQYVDKFGFHTVTCCGFIPQVNEWQDDWPTFFARHRLQAQLDLIEKDYADREARELWSRLQVKIPDLFCGLEIVPALLHGDLWSGNVAEDDVGPIIYDPASFYGHSEFELAIALMFGGFPRSFFTAYHRKIPKAPGFDQRLLLYQLFNYLNHWNHFGREYRSPS.... Result: 1 (interaction).